Dataset: Reaction yield outcomes from USPTO patents with 853,638 reactions. Task: Predict the reaction yield, written as a fraction of the theoretical maximum amount of product (1.0 means a 100% yield; for example, 0.34 means a 34% yield). (1) The reactants are [O:1]1[CH:5]=[CH:4][CH:3]=[C:2]1[C:6]1[C:7]2[NH:15][N:14]=[N:13][C:8]=2[N:9]=[C:10]([NH2:12])[N:11]=1.[CH2:16]([N:23]=[C:24]=[O:25])[C:17]1[CH:22]=[CH:21][CH:20]=[CH:19][CH:18]=1. The catalyst is CN(C=O)C.CN(C1C=CN=CC=1)C.CCOC(C)=O. The product is [NH2:12][C:10]1[N:11]=[C:6]([C:2]2[O:1][CH:5]=[CH:4][CH:3]=2)[C:7]2[N:15]=[N:14][N:13]([C:24]([NH:23][CH2:16][C:17]3[CH:22]=[CH:21][CH:20]=[CH:19][CH:18]=3)=[O:25])[C:8]=2[N:9]=1. The yield is 0.190. (2) The reactants are C[O:2][CH2:3][C@H:4]([CH3:36])[O:5][C:6]1[CH:7]=[C:8]([C:23]2[NH:27][C:26]([C:28]3[O:29][CH2:30][C@@H:31]([C@H:33]([OH:35])[CH3:34])[N:32]=3)=[CH:25][CH:24]=2)[CH:9]=[C:10]([O:12][C:13]2[CH:14]=[N:15][C:16]([S:19]([CH3:22])(=[O:21])=[O:20])=[CH:17][CH:18]=2)[CH:11]=1.B(Br)(Br)Br.C(=O)([O-])O.[Na+]. The catalyst is C(Cl)Cl. The product is [OH:35][C@@H:33]([C@@H:31]1[CH2:30][O:29][C:28]([C:26]2[NH:27][C:23]([C:8]3[CH:7]=[C:6]([CH:11]=[C:10]([O:12][C:13]4[CH:14]=[N:15][C:16]([S:19]([CH3:22])(=[O:20])=[O:21])=[CH:17][CH:18]=4)[CH:9]=3)[O:5][C@@H:4]([CH3:36])[CH2:3][OH:2])=[CH:24][CH:25]=2)=[N:32]1)[CH3:34]. The yield is 0.760. (3) The reactants are [CH:1](=[O:10])/[CH:2]=[CH:3]/[C:4]1[CH:9]=[CH:8][CH:7]=[CH:6][CH:5]=1. The catalyst is C(O)=O. The product is [CH:1](=[O:10])[CH2:2][CH2:3][C:4]1[CH:9]=[CH:8][CH:7]=[CH:6][CH:5]=1. The yield is 0.380.